Dataset: Reaction yield outcomes from USPTO patents with 853,638 reactions. Task: Predict the reaction yield, written as a fraction of the theoretical maximum amount of product (1.0 means a 100% yield; for example, 0.34 means a 34% yield). (1) The reactants are [Br:1][C:2]1[C:7]([N+:8]([O-:10])=[O:9])=[CH:6][C:5]([OH:11])=[C:4]([CH:12]2[CH2:16][CH2:15][CH2:14][CH2:13]2)[CH:3]=1.C([O-])([O-])=O.[Cs+].[Cs+].[CH2:23](Br)[C:24]1[CH:29]=[CH:28][CH:27]=[CH:26][CH:25]=1. The catalyst is CN(C=O)C.O. The product is [CH2:23]([O:11][C:5]1[CH:6]=[C:7]([N+:8]([O-:10])=[O:9])[C:2]([Br:1])=[CH:3][C:4]=1[CH:12]1[CH2:16][CH2:15][CH2:14][CH2:13]1)[C:24]1[CH:29]=[CH:28][CH:27]=[CH:26][CH:25]=1. The yield is 0.980. (2) The reactants are [Si:1]([O:8][CH2:9][C:10]1([CH3:30])[S:16][CH2:15][CH2:14][N:13]2[C:17]([C:20]3([C:23]4[CH:28]=[CH:27][C:26](Cl)=[CH:25][CH:24]=4)[CH2:22][CH2:21]3)=[N:18][N:19]=[C:12]2[CH2:11]1)([C:4]([CH3:7])([CH3:6])[CH3:5])([CH3:3])[CH3:2].[N:31]1[CH:36]=[CH:35][C:34](B(O)O)=[CH:33][CH:32]=1.C1(P(C2CCCCC2)C2CCCCC2)CCCCC1.P([O-])([O-])([O-])=O.[K+].[K+].[K+].C(=O)([O-])O.[Na+]. The catalyst is O1CCOCC1.O.C1C=CC(/C=C/C(/C=C/C2C=CC=CC=2)=O)=CC=1.C1C=CC(/C=C/C(/C=C/C2C=CC=CC=2)=O)=CC=1.C1C=CC(/C=C/C(/C=C/C2C=CC=CC=2)=O)=CC=1.[Pd].[Pd]. The product is [Si:1]([O:8][CH2:9][C:10]1([CH3:30])[S:16][CH2:15][CH2:14][N:13]2[C:17]([C:20]3([C:23]4[CH:28]=[CH:27][C:26]([C:34]5[CH:35]=[CH:36][N:31]=[CH:32][CH:33]=5)=[CH:25][CH:24]=4)[CH2:22][CH2:21]3)=[N:18][N:19]=[C:12]2[CH2:11]1)([C:4]([CH3:7])([CH3:6])[CH3:5])([CH3:3])[CH3:2]. The yield is 0.690. (3) The reactants are [Cl:1][C:2]1[CH:7]=[CH:6][C:5]([C:8]2[C:14]3[CH:15]=[C:16]([OH:19])[CH:17]=[CH:18][C:13]=3[N:12]3[C:20]([CH3:23])=[N:21][N:22]=[C:11]3[C@H:10]([CH2:24][C:25]([NH:27][CH2:28][CH3:29])=[O:26])[N:9]=2)=[CH:4][CH:3]=1.C(=O)([O-])[O-].[K+].[K+].CS(O[CH2:41][CH2:42][O:43][CH2:44][CH2:45][O:46][CH2:47][CH2:48][O:49][CH2:50][CH2:51][O:52][CH2:53][CH2:54][O:55][CH2:56][CH2:57][NH:58][C:59](=[O:65])[O:60][C:61]([CH3:64])([CH3:63])[CH3:62])(=O)=O. No catalyst specified. The product is [C:61]([O:60][C:59](=[O:65])[NH:58][CH2:57][CH2:56][O:55][CH2:54][CH2:53][O:52][CH2:51][CH2:50][O:49][CH2:48][CH2:47][O:46][CH2:45][CH2:44][O:43][CH2:42][CH2:41][O:19][C:16]1[CH:17]=[CH:18][C:13]2[N:12]3[C:20]([CH3:23])=[N:21][N:22]=[C:11]3[C@H:10]([CH2:24][C:25]([NH:27][CH2:28][CH3:29])=[O:26])[N:9]=[C:8]([C:5]3[CH:6]=[CH:7][C:2]([Cl:1])=[CH:3][CH:4]=3)[C:14]=2[CH:15]=1)([CH3:64])([CH3:63])[CH3:62]. The yield is 0.610. (4) The reactants are [NH2:1][C:2]1[CH:3]=[C:4]([CH:9]=[C:10]([C:12]2[S:13][C:14]3[CH:15]=[N:16][CH:17]=[CH:18][C:19]=3[N:20]=2)[CH:11]=1)[C:5]([O:7][CH3:8])=[O:6].[CH3:21][O:22][C:23]1[CH:24]=[C:25]([CH:29]=[C:30]([O:34][CH3:35])[C:31]=1[O:32][CH3:33])[C:26](Cl)=[O:27]. The catalyst is N1C=CC=CC=1. The product is [N:20]1[C:19]2[CH:18]=[CH:17][N:16]=[CH:15][C:14]=2[S:13][C:12]=1[C:10]1[CH:9]=[C:4]([CH:3]=[C:2]([NH:1][C:26](=[O:27])[C:25]2[CH:24]=[C:23]([O:22][CH3:21])[C:31]([O:32][CH3:33])=[C:30]([O:34][CH3:35])[CH:29]=2)[CH:11]=1)[C:5]([O:7][CH3:8])=[O:6]. The yield is 0.360. (5) The reactants are [NH2:1][C:2]1[CH:7]=[CH:6][CH:5]=[CH:4][CH:3]=1.[Br:8][CH2:9][C:10](Br)=[O:11]. The catalyst is C(Cl)Cl. The product is [Br:8][CH2:9][C:10]([NH:1][C:2]1[CH:7]=[CH:6][CH:5]=[CH:4][CH:3]=1)=[O:11]. The yield is 0.410.